This data is from Full USPTO retrosynthesis dataset with 1.9M reactions from patents (1976-2016). The task is: Predict the reactants needed to synthesize the given product. (1) Given the product [N:11]1([CH2:14][C:15]2[CH:20]=[CH:19][C:18]([C@@H:21]3[O:30][C:25]4=[N:26][CH:27]=[CH:28][CH:29]=[C:24]4[O:23][CH2:22]3)=[CH:17][CH:16]=2)[CH2:12][CH2:13][CH2:6][NH:8][CH2:9][CH2:10]1, predict the reactants needed to synthesize it. The reactants are: C(O[C:6]([N:8]1[CH2:13][CH2:12][N:11]([CH2:14][C:15]2[CH:20]=[CH:19][C:18]([C@@H:21]3[O:30][C:25]4=[N:26][CH:27]=[CH:28][CH:29]=[C:24]4[O:23][CH2:22]3)=[CH:17][CH:16]=2)[CH2:10][CH2:9]1)=O)(C)(C)C.C(OC(N1CCCNCC1)=O)(C)(C)C.N1(CC2C=CC([C@@H]3OC4=NC=CC=C4OC3)=CC=2)CCNCC1. (2) Given the product [NH2:1][C:2]1[N:7]=[C:6]([NH2:8])[C:5]([C:13]#[C:12][CH:11]([C:14]2[CH:19]=[C:18]([O:20][CH3:21])[C:17]([O:22][CH3:23])=[C:16]([O:24][CH3:25])[CH:15]=2)[CH3:10])=[CH:4][N:3]=1, predict the reactants needed to synthesize it. The reactants are: [NH2:1][C:2]1[N:7]=[C:6]([NH2:8])[C:5](I)=[CH:4][N:3]=1.[CH3:10][CH:11]([C:14]1[CH:15]=[C:16]([O:24][CH3:25])[C:17]([O:22][CH3:23])=[C:18]([O:20][CH3:21])[CH:19]=1)[C:12]#[CH:13].